Dataset: NCI-60 drug combinations with 297,098 pairs across 59 cell lines. Task: Regression. Given two drug SMILES strings and cell line genomic features, predict the synergy score measuring deviation from expected non-interaction effect. (1) Drug 1: CC12CCC3C(C1CCC2=O)CC(=C)C4=CC(=O)C=CC34C. Drug 2: CC1=C(C(CCC1)(C)C)C=CC(=CC=CC(=CC(=O)O)C)C. Cell line: OVCAR-5. Synergy scores: CSS=40.6, Synergy_ZIP=2.28, Synergy_Bliss=3.49, Synergy_Loewe=3.09, Synergy_HSA=2.64. (2) Drug 1: CC1=CC=C(C=C1)C2=CC(=NN2C3=CC=C(C=C3)S(=O)(=O)N)C(F)(F)F. Drug 2: CC1CCC2CC(C(=CC=CC=CC(CC(C(=O)C(C(C(=CC(C(=O)CC(OC(=O)C3CCCCN3C(=O)C(=O)C1(O2)O)C(C)CC4CCC(C(C4)OC)OCCO)C)C)O)OC)C)C)C)OC. Cell line: PC-3. Synergy scores: CSS=13.4, Synergy_ZIP=3.24, Synergy_Bliss=7.96, Synergy_Loewe=0.238, Synergy_HSA=3.81. (3) Drug 1: CN(C)C1=NC(=NC(=N1)N(C)C)N(C)C. Drug 2: CC1=C2C(C(=O)C3(C(CC4C(C3C(C(C2(C)C)(CC1OC(=O)C(C(C5=CC=CC=C5)NC(=O)C6=CC=CC=C6)O)O)OC(=O)C7=CC=CC=C7)(CO4)OC(=O)C)O)C)OC(=O)C. Cell line: MDA-MB-231. Synergy scores: CSS=19.8, Synergy_ZIP=-8.65, Synergy_Bliss=-7.17, Synergy_Loewe=-46.9, Synergy_HSA=-9.80.